The task is: Predict which catalyst facilitates the given reaction.. This data is from Catalyst prediction with 721,799 reactions and 888 catalyst types from USPTO. Reactant: [Br:1][C:2]1[CH:27]=[CH:26][C:5]2[C:6](=[O:25])[N:7]([CH2:9][C:10]([N:12]3[CH2:17][CH2:16][N:15](C(OC(C)(C)C)=O)[CH2:14][CH2:13]3)=[O:11])[S:8][C:4]=2[CH:3]=1.C(O)(C(F)(F)F)=O. Product: [Br:1][C:2]1[CH:27]=[CH:26][C:5]2[C:6](=[O:25])[N:7]([CH2:9][C:10](=[O:11])[N:12]3[CH2:17][CH2:16][NH:15][CH2:14][CH2:13]3)[S:8][C:4]=2[CH:3]=1. The catalyst class is: 2.